Dataset: Full USPTO retrosynthesis dataset with 1.9M reactions from patents (1976-2016). Task: Predict the reactants needed to synthesize the given product. The reactants are: [Cl:1][C:2]1[CH:25]=[CH:24][C:5]([CH2:6][N:7]2[C:15]3[C:10](=[CH:11][C:12](/[CH:16]=[C:17]4/[C:18](=[O:23])[NH:19][C:20](=[O:22])[S:21]/4)=[CH:13][CH:14]=3)[CH:9]=[N:8]2)=[C:4]([C:26]([F:29])([F:28])[F:27])[CH:3]=1.OC[C@@H:32]1[CH2:37][CH2:36][CH2:35][N:34]([C:38]([O:40][C:41]([CH3:44])([CH3:43])[CH3:42])=[O:39])[CH2:33]1. Given the product [Cl:1][C:2]1[CH:25]=[CH:24][C:5]([CH2:6][N:7]2[C:15]3[C:10](=[CH:11][C:12](/[CH:16]=[C:17]4/[C:18](=[O:23])[N:19]([CH2:32][C@@H:37]5[CH2:36][CH2:35][N:34]([C:38]([O:40][C:41]([CH3:42])([CH3:43])[CH3:44])=[O:39])[CH2:33]5)[C:20](=[O:22])[S:21]/4)=[CH:13][CH:14]=3)[CH:9]=[N:8]2)=[C:4]([C:26]([F:27])([F:29])[F:28])[CH:3]=1, predict the reactants needed to synthesize it.